This data is from Reaction yield outcomes from USPTO patents with 853,638 reactions. The task is: Predict the reaction yield, written as a fraction of the theoretical maximum amount of product (1.0 means a 100% yield; for example, 0.34 means a 34% yield). The reactants are [CH2:1]([C:9]1[N:10]=[C:11]2[C:17]3[CH:18]=[CH:19][CH:20]=[CH:21][C:16]=3[NH:15][C:14]3[N:22]=[CH:23][CH:24]=[CH:25][C:13]=3[N:12]2[CH:26]=1)[CH2:2][C:3]1[CH:8]=[CH:7][CH:6]=[CH:5][CH:4]=1.[Br:27]N1C(=O)CCC1=O. The catalyst is C1COCC1. The product is [Br:27][C:26]1[N:12]2[C:13]3[CH:25]=[CH:24][CH:23]=[N:22][C:14]=3[NH:15][C:16]3[CH:21]=[CH:20][CH:19]=[CH:18][C:17]=3[C:11]2=[N:10][C:9]=1[CH2:1][CH2:2][C:3]1[CH:4]=[CH:5][CH:6]=[CH:7][CH:8]=1. The yield is 0.420.